Dataset: Forward reaction prediction with 1.9M reactions from USPTO patents (1976-2016). Task: Predict the product of the given reaction. (1) Given the reactants [OH:1][CH:2]([CH2:6][CH2:7][CH2:8][CH2:9][CH2:10][CH2:11][CH2:12][CH2:13][CH2:14][CH2:15][CH3:16])[CH2:3][CH:4]=[CH2:5].N1C=CC=CC=1.[C:23](OC(=O)C)(=[O:25])[CH3:24].Cl, predict the reaction product. The product is: [C:23]([O:1][CH:2]([CH2:6][CH2:7][CH2:8][CH2:9][CH2:10][CH2:11][CH2:12][CH2:13][CH2:14][CH2:15][CH3:16])[CH2:3][CH:4]=[CH2:5])(=[O:25])[CH3:24]. (2) Given the reactants [C:1](#[N:5])[CH2:2][C:3]#[N:4].[CH2:6](N(CC)CC)C.[C:13]1([N:19]=[C:20]=[S:21])[CH:18]=[CH:17][CH:16]=[CH:15][CH:14]=1.CI, predict the reaction product. The product is: [CH3:6][S:21][C:20]([NH:19][C:13]1[CH:18]=[CH:17][CH:16]=[CH:15][CH:14]=1)=[C:2]([C:1]#[N:5])[C:3]#[N:4]. (3) Given the reactants [Br:1][C:2]1[S:3][C:4]([C:13](=[O:29])[C:14]2[CH:19]=[CH:18][C:17]([C:20]#[C:21][C:22]3[CH:27]=[CH:26][CH:25]=[CH:24][CH:23]=3)=[C:16]([NH2:28])[CH:15]=2)=[CH:5][C:6]=1[CH2:7][C:8]([O:10][CH2:11][CH3:12])=[O:9].[Br-].[Br-].[Br-].[In+3], predict the reaction product. The product is: [Br:1][C:2]1[S:3][C:4]([C:13]([C:14]2[CH:15]=[C:16]3[C:17]([CH:20]=[C:21]([C:22]4[CH:23]=[CH:24][CH:25]=[CH:26][CH:27]=4)[NH:28]3)=[CH:18][CH:19]=2)=[O:29])=[CH:5][C:6]=1[CH2:7][C:8]([O:10][CH2:11][CH3:12])=[O:9]. (4) Given the reactants [Cl:1][C:2]1[CH:10]=[C:9]([C:11]([O:13][CH3:14])=[O:12])[CH:8]=[C:7]([Cl:15])[C:3]=1[C:4]([OH:6])=O.[NH:16]1[C:24]2[CH:23]=[CH:22][N:21]=[C:20]([NH:25][C:26](=[O:28])[CH3:27])[C:19]=2[CH:18]=[CH:17]1.ClC1C=C(C(=O)NCC)C=C(Cl)C=1C(O)=O, predict the reaction product. The product is: [C:26]([NH:25][C:20]1[C:19]2[CH:18]=[CH:17][N:16]([C:4]([C:3]3[C:7]([Cl:15])=[CH:8][C:9]([C:11]([O:13][CH3:14])=[O:12])=[CH:10][C:2]=3[Cl:1])=[O:6])[C:24]=2[CH:23]=[CH:22][N:21]=1)(=[O:28])[CH3:27].